This data is from Full USPTO retrosynthesis dataset with 1.9M reactions from patents (1976-2016). The task is: Predict the reactants needed to synthesize the given product. (1) Given the product [F:27][C:17]1[CH:16]=[C:15]([N:14]2[CH2:28][C@H:29]([CH2:30][NH:31][C:35](=[O:36])[CH3:34])[O:12][C:13]2=[O:46])[CH:20]=[CH:19][C:18]=1[N:21]1[CH2:26][CH2:25][O:24][CH2:23][CH2:22]1, predict the reactants needed to synthesize it. The reactants are: C(=O)([O-])[O-].[K+].[K+].O.NN.C([O:12][C:13](=[O:46])[N:14]([CH2:28][C@H:29](OC(=O)C)[CH2:30][N:31]1[C:35](=[O:36])[C:34]2=CC=CC=C2C1=O)[C:15]1[CH:20]=[CH:19][C:18]([N:21]2[CH2:26][CH2:25][O:24][CH2:23][CH2:22]2)=[C:17]([F:27])[CH:16]=1)C.C(OCC)(=O)C. (2) Given the product [CH3:25][S:26]([C:28]1[CH:16]=[C:14]([B:11]2[O:12][C:13]([CH3:18])([CH3:19])[C:14]([CH3:16])([CH3:17])[O:15]2)[CH:13]=[CH:18][C:21]=1[CH2:20][OH:23])(=[O:29])=[O:27], predict the reactants needed to synthesize it. The reactants are: [Br-].[B:11]1([B:11]2[O:15][C:14]([CH3:17])([CH3:16])[C:13]([CH3:19])([CH3:18])[O:12]2)[O:15][C:14]([CH3:17])([CH3:16])[C:13]([CH3:19])([CH3:18])[O:12]1.[C:20]([O-:23])(=O)[CH3:21].[K+].[CH3:25][S:26]([CH3:28])=[O:27].[OH2:29]. (3) Given the product [CH:23]1([N:26]2[C:7]3[C@@:8]([CH3:12])([C@H:9]4[CH2:10][CH2:11][C@@:2]5([CH3:1])[C@@H:3]([CH2:19][CH2:20][C:21]5=[O:22])[C@@H:4]4[CH2:5][CH:6]=3)[CH2:13][CH2:14][C:15]2=[O:16])[CH2:25][CH2:24]1, predict the reactants needed to synthesize it. The reactants are: [CH3:1][C@@:2]12[C:21](=[O:22])[CH2:20][CH2:19][C@H:3]1[C@H:4]1[C@H:9]([CH2:10][CH2:11]2)[C@:8]([CH2:13][CH2:14][C:15](O)=[O:16])([CH3:12])[C:7](=O)[CH2:6][CH2:5]1.[CH:23]1([NH2:26])[CH2:25][CH2:24]1. (4) Given the product [F:1][C:2]1[CH:11]=[C:6]([C:7]2[CH:13]=[C:12]([C:14]3[CH:19]=[CH:18][CH:17]=[C:16]([CH3:20])[CH:15]=3)[O:9][N:8]=2)[CH:5]=[N:4][CH:3]=1, predict the reactants needed to synthesize it. The reactants are: [F:1][C:2]1[CH:3]=[N:4][CH:5]=[C:6]([CH:11]=1)[C:7](Cl)=[N:8][OH:9].[C:12]([C:14]1[CH:19]=[CH:18][CH:17]=[C:16]([CH3:20])[CH:15]=1)#[CH:13].N. (5) The reactants are: [CH2:1]([N:3]1[CH2:8][CH2:7][N:6]([C:9]2[CH:10]=[CH:11][C:12]([NH2:15])=[N:13][CH:14]=2)[CH2:5][CH2:4]1)[CH3:2].Cl.Br[C:18]1[C:19]2[N:20]([CH:25]=[CH:26][N:27]=2)[CH:21]=[C:22]([Cl:24])[CH:23]=1.C1(P(C2C=CC=CC=2)C2C=CC3C(=CC=CC=3)C=2C2C3C(=CC=CC=3)C=CC=2P(C2C=CC=CC=2)C2C=CC=CC=2)C=CC=CC=1.C(=O)([O-])[O-].[Cs+].[Cs+]. Given the product [Cl:24][C:22]1[CH:23]=[C:18]([NH:15][C:12]2[CH:11]=[CH:10][C:9]([N:6]3[CH2:5][CH2:4][N:3]([CH2:1][CH3:2])[CH2:8][CH2:7]3)=[CH:14][N:13]=2)[C:19]2[N:20]([CH:25]=[CH:26][N:27]=2)[CH:21]=1, predict the reactants needed to synthesize it. (6) Given the product [NH2:1][C@@H:2]([CH2:3][C:4]1[N:8]([C:19](=[O:20])[CH2:18][C:12]2[CH:17]=[CH:16][CH:15]=[CH:14][CH:13]=2)[CH:7]=[N:6][CH:5]=1)[C:9]([OH:11])=[O:10], predict the reactants needed to synthesize it. The reactants are: [NH2:1][C@H:2]([C:9]([OH:11])=[O:10])[CH2:3][C:4]1[N:8]=[CH:7][NH:6][CH:5]=1.[C:12]1([CH2:18][C:19](Cl)=[O:20])[CH:17]=[CH:16][CH:15]=[CH:14][CH:13]=1.[OH-].[Na+]. (7) Given the product [CH:14]1([C:11]2[O:10][C:9]([C:4]3[C:5]([NH2:8])=[N:6][CH:7]=[C:2]([C:29]4[CH:28]=[C:27]5[C:32](=[CH:31][CH:30]=4)[N:24]([CH3:23])[CH:25]=[CH:26]5)[CH:3]=3)=[N:13][N:12]=2)[CH2:16][CH2:15]1, predict the reactants needed to synthesize it. The reactants are: Br[C:2]1[CH:3]=[C:4]([C:9]2[O:10][C:11]([CH:14]3[CH2:16][CH2:15]3)=[N:12][N:13]=2)[C:5]([NH2:8])=[N:6][CH:7]=1.C([O-])([O-])=O.[K+].[K+].[CH3:23][N:24]1[C:32]2[C:27](=[CH:28][C:29](B(O)O)=[CH:30][CH:31]=2)[CH:26]=[CH:25]1. (8) Given the product [F:1][C:2]1[CH:9]=[CH:8][C:5](/[CH:6]=[CH:13]/[C:14]([OH:16])=[O:15])=[CH:4][C:3]=1[O:10][CH3:11], predict the reactants needed to synthesize it. The reactants are: [F:1][C:2]1[CH:9]=[CH:8][C:5]([CH:6]=O)=[CH:4][C:3]=1[O:10][CH3:11].C(O)(=O)[CH2:13][C:14]([OH:16])=[O:15].N1C=CC=CC=1. (9) Given the product [Cl:6][C:7]1[CH:8]=[CH:9][C:10]([O:26][CH2:27][C:28]2[CH:33]=[CH:32][CH:31]=[CH:30][CH:29]=2)=[C:11]([C:13]2[N:14]([C:19]3[N:24]=[C:23]([C:34]([OH:36])=[O:35])[CH:22]=[CH:21][CH:20]=3)[C:15]([CH3:18])=[CH:16][CH:17]=2)[CH:12]=1, predict the reactants needed to synthesize it. The reactants are: C([Li])CCC.[Cl:6][C:7]1[CH:8]=[CH:9][C:10]([O:26][CH2:27][C:28]2[CH:33]=[CH:32][CH:31]=[CH:30][CH:29]=2)=[C:11]([C:13]2[N:14]([C:19]3[N:24]=[C:23](Br)[CH:22]=[CH:21][CH:20]=3)[C:15]([CH3:18])=[CH:16][CH:17]=2)[CH:12]=1.[C:34](=[O:36])=[O:35].